From a dataset of Catalyst prediction with 721,799 reactions and 888 catalyst types from USPTO. Predict which catalyst facilitates the given reaction. (1) Reactant: [OH:1][C@H:2]1[CH2:7][CH2:6][N:5]([CH2:8][C:9]2[CH:14]=[CH:13][CH:12]=[CH:11][CH:10]=2)[CH2:4][C@H:3]1[C:15]([NH2:17])=O.B.CSC. Product: [NH2:17][CH2:15][C@H:3]1[C@@H:2]([OH:1])[CH2:7][CH2:6][N:5]([CH2:8][C:9]2[CH:14]=[CH:13][CH:12]=[CH:11][CH:10]=2)[CH2:4]1. The catalyst class is: 1. (2) Reactant: [Cl:1][C:2]1[CH:23]=[C:22]([C:24]([F:27])([F:26])[F:25])[CH:21]=[CH:20][C:3]=1[CH2:4][N:5]1[C:9]([CH2:10][CH2:11][C:12](O)=[O:13])=[CH:8][C:7]([O:15][CH2:16][CH:17]2[CH2:19][CH2:18]2)=[N:6]1.[CH3:28][O:29][CH2:30][CH2:31][CH2:32][S:33]([NH2:36])(=[O:35])=[O:34].N12CCCN=C1CCCCC2. Product: [Cl:1][C:2]1[CH:23]=[C:22]([C:24]([F:27])([F:25])[F:26])[CH:21]=[CH:20][C:3]=1[CH2:4][N:5]1[C:9]([CH2:10][CH2:11][C:12]([NH:36][S:33]([CH2:32][CH2:31][CH2:30][O:29][CH3:28])(=[O:35])=[O:34])=[O:13])=[CH:8][C:7]([O:15][CH2:16][CH:17]2[CH2:19][CH2:18]2)=[N:6]1. The catalyst class is: 7. (3) The catalyst class is: 7. Reactant: [F:1][C:2]1[C:10]2[O:9][C:8]([C:11](OCC)=[O:12])=[CH:7][C:6]=2[CH:5]=[CH:4][CH:3]=1.[H-].[Al+3].[Li+].[H-].[H-].[H-].O.O.O.O.O.O.O.O.O.O.S([O-])([O-])(=O)=O.[Na+].[Na+]. Product: [F:1][C:2]1[C:10]2[O:9][C:8]([CH2:11][OH:12])=[CH:7][C:6]=2[CH:5]=[CH:4][CH:3]=1. (4) The catalyst class is: 53. Product: [CH3:1][O:2][C:3](=[O:14])[C:4]1[CH:9]=[CH:8][CH:7]=[C:6]([N+:10]([O-:12])=[O:11])[C:5]=1[CH2:13][Br:15]. Reactant: [CH3:1][O:2][C:3](=[O:14])[C:4]1[CH:9]=[CH:8][CH:7]=[C:6]([N+:10]([O-:12])=[O:11])[C:5]=1[CH3:13].[Br:15]N1C(=O)CCC1=O.C(OOC(=O)C1C=CC=CC=1)(=O)C1C=CC=CC=1.C1(=O)NC(=O)CC1. (5) Reactant: [N:1]#[C:2]Br.[NH2:4][C:5]1[C:6]([Cl:18])=[CH:7][C:8]([NH:12][C:13]([O:15][CH2:16][CH3:17])=[O:14])=[N:9][C:10]=1[NH2:11]. Product: [CH2:16]([O:15][C:13](=[O:14])[NH:12][C:8]1[N:9]=[C:10]2[NH:11][C:2]([NH2:1])=[N:4][C:5]2=[C:6]([Cl:18])[CH:7]=1)[CH3:17]. The catalyst class is: 8. (6) Reactant: [NH2:1][CH2:2][C:3]1[CH:4]=[N:5][C:6]2[C:11]([CH:12]=1)=[CH:10][CH:9]=[CH:8][CH:7]=2.[F:13][B-:14]([F:17])([F:16])[F:15].[C:18]1([C:24]2[CH:29]=[C:28]([C:30]3[CH:35]=[CH:34][CH:33]=[CH:32][CH:31]=3)[CH:27]=[C:26]([C:36]3[CH:41]=[CH:40][CH:39]=[CH:38][CH:37]=3)[O+]=2)[CH:23]=[CH:22][CH:21]=[CH:20][CH:19]=1. Product: [F:13][B-:14]([F:17])([F:16])[F:15].[N:5]1[C:6]2[C:11](=[CH:10][CH:9]=[CH:8][CH:7]=2)[CH:12]=[C:3]([CH2:2][N+:1]2[C:26]([C:36]3[CH:41]=[CH:40][CH:39]=[CH:38][CH:37]=3)=[CH:27][C:28]([C:30]3[CH:31]=[CH:32][CH:33]=[CH:34][CH:35]=3)=[CH:29][C:24]=2[C:18]2[CH:23]=[CH:22][CH:21]=[CH:20][CH:19]=2)[CH:4]=1. The catalyst class is: 4.